This data is from Forward reaction prediction with 1.9M reactions from USPTO patents (1976-2016). The task is: Predict the product of the given reaction. (1) Given the reactants [C:1]([O:5][C@@H:6]([C:12]1[C:13]([CH3:27])=[N:14][C:15]2[N:16]([N:19]=[C:20]([C:22]([O:24][CH2:25][CH3:26])=[O:23])[CH:21]=2)[C:17]=1Cl)[C:7]([O:9][CH2:10][CH3:11])=[O:8])([CH3:4])([CH3:3])[CH3:2].CC[N:30]([CH:34]([CH3:36])C)[CH:31]([CH3:33])C.[CH3:37][CH2:38][O:39][C:40]([CH3:42])=O.[CH3:43]N(C=O)C, predict the reaction product. The product is: [CH2:38]([O:39][C:40]1([CH3:42])[CH2:33][CH2:31][N:30]([C:17]2[N:16]3[N:19]=[C:20]([C:22]([O:24][CH2:25][CH3:26])=[O:23])[CH:21]=[C:15]3[N:14]=[C:13]([CH3:27])[C:12]=2[C@H:6]([O:5][C:1]([CH3:4])([CH3:3])[CH3:2])[C:7]([O:9][CH2:10][CH3:11])=[O:8])[CH2:34][CH2:36]1)[CH:37]=[CH2:43]. (2) Given the reactants [CH3:1][O:2][C:3]1[CH:12]=[CH:11][C:6]2[N:7]=[C:8]([NH2:10])[S:9][C:5]=2[CH:4]=1.[N:13]([C:16]1[CH:24]=[CH:23][CH:22]=[CH:21][C:17]=1[C:18](O)=[O:19])=[N+:14]=[N-:15].C(P1(=O)OP(CCC)(=O)OP(CCC)(=O)O1)CC.C(N(CC)CC)C, predict the reaction product. The product is: [N:13]([C:16]1[CH:24]=[CH:23][CH:22]=[CH:21][C:17]=1[C:18]([NH:10][C:8]1[S:9][C:5]2[CH:4]=[C:3]([O:2][CH3:1])[CH:12]=[CH:11][C:6]=2[N:7]=1)=[O:19])=[N+:14]=[N-:15]. (3) Given the reactants [CH3:1][C@@H:2]1[O:7][C@H:6]([CH3:8])[CH2:5][N:4]([C:9]2[C:14]([CH:15]=[O:16])=[CH:13][C:12](B3OC(C)(C)C(C)(C)O3)=[CH:11][N:10]=2)[CH2:3]1.Br[C:27]1[CH:36]=[CH:35][C:34]2[C:29](=[CH:30][CH:31]=[CH:32][CH:33]=2)[N:28]=1, predict the reaction product. The product is: [CH3:8][C@H:6]1[O:7][C@@H:2]([CH3:1])[CH2:3][N:4]([C:9]2[C:14]([CH:15]=[O:16])=[CH:13][C:12]([C:27]3[CH:36]=[CH:35][C:34]4[C:29](=[CH:30][CH:31]=[CH:32][CH:33]=4)[N:28]=3)=[CH:11][N:10]=2)[CH2:5]1. (4) Given the reactants C(OC(=O)[CH2:5][CH2:6][C:7]1[C:12]([C:13]([O:15]C)=O)=[CH:11][N:10]=[CH:9][CH:8]=1)C.[H-].[Na+].CO, predict the reaction product. The product is: [CH:11]1[C:12]2[C:13](=[O:15])[CH2:5][CH2:6][C:7]=2[CH:8]=[CH:9][N:10]=1. (5) Given the reactants Cl[C:2]1[C:7]2=[CH:8][N:9]([CH2:11][CH2:12][O:13][C:14]3[C:19]([Cl:20])=[CH:18][C:17]([C:21]([F:24])([F:23])[F:22])=[CH:16][N:15]=3)[N:10]=[C:6]2[CH:5]=[CH:4][N:3]=1.[CH:25]([O:27][C:28]1[CH:33]=[CH:32][CH:31]=[CH:30][CH:29]=1)=[O:26].CC1(C)C2C(=C(P(C3C=CC=CC=3)C3C=CC=CC=3)C=CC=2)OC2C(P(C3C=CC=CC=3)C3C=CC=CC=3)=CC=CC1=2.C(N(CC)CC)C, predict the reaction product. The product is: [Cl:20][C:19]1[C:14]([O:13][CH2:12][CH2:11][N:9]2[CH:8]=[C:7]3[C:2]([C:25]([O:27][C:28]4[CH:33]=[CH:32][CH:31]=[CH:30][CH:29]=4)=[O:26])=[N:3][CH:4]=[CH:5][C:6]3=[N:10]2)=[N:15][CH:16]=[C:17]([C:21]([F:24])([F:23])[F:22])[CH:18]=1.